Dataset: Forward reaction prediction with 1.9M reactions from USPTO patents (1976-2016). Task: Predict the product of the given reaction. (1) Given the reactants [Cl:1][C:2]1[CH:3]=[C:4]2[C:9](=[CH:10][CH:11]=1)[NH:8][C:7](=[O:12])[N:6]([CH2:13][C:14]([F:17])([F:16])[F:15])[C:5]2([C:22]1[CH:27]=[CH:26]C=CC=1)[C:18]([F:21])([F:20])[F:19].ClC1C=C2C(=CC=1)NC(=O)N(CC(F)(F)F)C2(O)C(F)(F)F.C1([Mg]Br)CC1, predict the reaction product. The product is: [Cl:1][C:2]1[CH:3]=[C:4]2[C:9](=[CH:10][CH:11]=1)[NH:8][C:7](=[O:12])[N:6]([CH2:13][C:14]([F:17])([F:16])[F:15])[C:5]2([CH:22]1[CH2:27][CH2:26]1)[C:18]([F:21])([F:20])[F:19]. (2) Given the reactants [CH3:1][C:2]([N:10]1[CH2:15][CH2:14]C(=O)[CH2:12][CH2:11]1)([C:4]1[CH:9]=[CH:8][CH:7]=[CH:6][CH:5]=1)[CH3:3].[NH2:17][C:18]1[CH:23]=[CH:22][CH:21]=[CH:20][CH:19]=1.[NH3:24].[OH-].[NH4+].[OH-].[C:28](O)(=O)[CH3:29], predict the reaction product. The product is: [CH3:1][C:2]([N:10]1[CH2:15][CH2:14][C:28]([NH:17][C:18]2[CH:23]=[CH:22][CH:21]=[CH:20][CH:19]=2)([C:29]#[N:24])[CH2:12][CH2:11]1)([C:4]1[CH:9]=[CH:8][CH:7]=[CH:6][CH:5]=1)[CH3:3]. (3) Given the reactants [F:1][C:2]1[CH:3]=[C:4]([CH:8]=[C:9]([C:12]([F:15])([F:14])[F:13])[C:10]=1[F:11])[C:5]([NH2:7])=[O:6].C[O:17][C:18](=[O:24])[CH2:19][C:20]([CH2:22]Cl)=O, predict the reaction product. The product is: [F:1][C:2]1[CH:3]=[C:4]([C:5]2[O:6][CH:22]=[C:20]([CH2:19][C:18]([OH:24])=[O:17])[N:7]=2)[CH:8]=[C:9]([C:12]([F:15])([F:13])[F:14])[C:10]=1[F:11].